From a dataset of Catalyst prediction with 721,799 reactions and 888 catalyst types from USPTO. Predict which catalyst facilitates the given reaction. Reactant: [O:1]=[C:2]1[N:6]([CH2:7][CH2:8][C@@H:9]2[CH2:14][N:13]([C:15]([O:17][CH2:18][C:19]3[CH:24]=[CH:23][CH:22]=[CH:21][CH:20]=3)=[O:16])[CH2:12][CH2:11][N:10]2[C:25]([O:27][C:28]([CH3:31])([CH3:30])[CH3:29])=[O:26])[C:5]2[CH:32]=[CH:33][CH:34]=[CH:35][C:4]=2[NH:3]1.CI.[C:38](=O)([O-])[O-].[Cs+].[Cs+].CC(N(C)C)=O. Product: [CH3:38][N:3]1[C:4]2[CH:35]=[CH:34][CH:33]=[CH:32][C:5]=2[N:6]([CH2:7][CH2:8][C@@H:9]2[CH2:14][N:13]([C:15]([O:17][CH2:18][C:19]3[CH:24]=[CH:23][CH:22]=[CH:21][CH:20]=3)=[O:16])[CH2:12][CH2:11][N:10]2[C:25]([O:27][C:28]([CH3:31])([CH3:30])[CH3:29])=[O:26])[C:2]1=[O:1]. The catalyst class is: 6.